Dataset: NCI-60 drug combinations with 297,098 pairs across 59 cell lines. Task: Regression. Given two drug SMILES strings and cell line genomic features, predict the synergy score measuring deviation from expected non-interaction effect. (1) Drug 1: CC1C(C(CC(O1)OC2CC(CC3=C2C(=C4C(=C3O)C(=O)C5=C(C4=O)C(=CC=C5)OC)O)(C(=O)C)O)N)O.Cl. Drug 2: C1=NC2=C(N=C(N=C2N1C3C(C(C(O3)CO)O)F)Cl)N. Cell line: ACHN. Synergy scores: CSS=51.4, Synergy_ZIP=3.15, Synergy_Bliss=4.44, Synergy_Loewe=-2.45, Synergy_HSA=6.53. (2) Drug 1: C1=NC2=C(N1)C(=S)N=C(N2)N. Drug 2: CCN(CC)CCNC(=O)C1=C(NC(=C1C)C=C2C3=C(C=CC(=C3)F)NC2=O)C. Cell line: SF-539. Synergy scores: CSS=12.5, Synergy_ZIP=-13.9, Synergy_Bliss=-11.4, Synergy_Loewe=-13.2, Synergy_HSA=-10.1.